Dataset: Forward reaction prediction with 1.9M reactions from USPTO patents (1976-2016). Task: Predict the product of the given reaction. The product is: [C:11]1([C:14]2[CH:19]=[CH:18][CH:17]=[CH:16][CH:15]=2)[CH:10]=[CH:9][C:8]([NH:7][C:5](=[O:6])[C:4]2[CH:20]=[CH:21][C:22]([O:23][CH:24]3[CH2:25][CH2:26]3)=[C:2]([NH:1][C:40]([C:37]3([N:34]4[CH2:35][CH2:36][N:31]([CH:28]5[CH2:29][CH2:30]5)[CH2:32][CH2:33]4)[CH2:39][CH2:38]3)=[O:41])[CH:3]=2)=[CH:13][CH:12]=1. Given the reactants [NH2:1][C:2]1[CH:3]=[C:4]([CH:20]=[CH:21][C:22]=1[O:23][CH:24]1[CH2:26][CH2:25]1)[C:5]([NH:7][C:8]1[CH:13]=[CH:12][C:11]([C:14]2[CH:19]=[CH:18][CH:17]=[CH:16][CH:15]=2)=[CH:10][CH:9]=1)=[O:6].Cl.[CH:28]1([N:31]2[CH2:36][CH2:35][N:34]([C:37]3([C:40](O)=[O:41])[CH2:39][CH2:38]3)[CH2:33][CH2:32]2)[CH2:30][CH2:29]1.C1CN([P+](ON2N=NC3C=CC=CC2=3)(N2CCCC2)N2CCCC2)CC1.F[P-](F)(F)(F)(F)F.C(N(C(C)C)C(C)C)C, predict the reaction product.